The task is: Regression. Given a peptide amino acid sequence and an MHC pseudo amino acid sequence, predict their binding affinity value. This is MHC class I binding data.. This data is from Peptide-MHC class I binding affinity with 185,985 pairs from IEDB/IMGT. (1) The peptide sequence is YGIPFPGSL. The MHC is HLA-B40:01 with pseudo-sequence HLA-B40:01. The binding affinity (normalized) is 0.0147. (2) The peptide sequence is FFNVEIPEF. The MHC is HLA-A66:01 with pseudo-sequence HLA-A66:01. The binding affinity (normalized) is 0.213.